Predict the reactants needed to synthesize the given product. From a dataset of Full USPTO retrosynthesis dataset with 1.9M reactions from patents (1976-2016). (1) The reactants are: [CH2:1]([O:8][C:9]1[CH:10]=[C:11]2[C:15](=[CH:16][CH:17]=1)[N:14]([CH2:18][C:19]1[CH:24]=[CH:23][C:22]([O:25][CH2:26][CH2:27][N:28]3[CH2:33][CH2:32][CH2:31][CH2:30][CH2:29]3)=[CH:21][CH:20]=1)[C:13]([C:34]1[CH:39]=[CH:38][C:37]([O:40]C(=O)C(C)(C)C)=[CH:36][CH:35]=1)=[C:12]2[CH3:47])[C:2]1[CH:7]=[CH:6][CH:5]=[CH:4][CH:3]=1.O[Li].O.CC(O)=O.O. Given the product [CH2:1]([O:8][C:9]1[CH:10]=[C:11]2[C:15](=[CH:16][CH:17]=1)[N:14]([CH2:18][C:19]1[CH:24]=[CH:23][C:22]([O:25][CH2:26][CH2:27][N:28]3[CH2:29][CH2:30][CH2:31][CH2:32][CH2:33]3)=[CH:21][CH:20]=1)[C:13]([C:34]1[CH:35]=[CH:36][C:37]([OH:40])=[CH:38][CH:39]=1)=[C:12]2[CH3:47])[C:2]1[CH:3]=[CH:4][CH:5]=[CH:6][CH:7]=1, predict the reactants needed to synthesize it. (2) Given the product [Cl:1][C:2]1[CH:3]=[C:4]([C:9]2[N:13]([C:14]3[CH:19]=[CH:18][N:26]=[C:25]([Cl:24])[CH:30]=3)[N:12]=[C:11]([C:20]([OH:22])=[O:21])[CH:10]=2)[CH:5]=[C:6]([F:8])[CH:7]=1, predict the reactants needed to synthesize it. The reactants are: [Cl:1][C:2]1[CH:3]=[C:4]([C:9]2[N:13]([C:14]3[CH:19]=[CH:18]C=CN=3)[N:12]=[C:11]([C:20]([OH:22])=[O:21])[CH:10]=2)[CH:5]=[C:6]([F:8])[CH:7]=1.Cl.[Cl:24][C:25]1[CH:30]=C(NN)C=C[N:26]=1. (3) Given the product [CH3:14][C:4]1[CH:3]=[C:2]([N:15]2[CH2:19][CH2:18][CH2:17][CH2:16]2)[C:11]2[C:6](=[CH:7][C:8]([CH2:12][OH:13])=[CH:9][CH:10]=2)[N:5]=1, predict the reactants needed to synthesize it. The reactants are: Cl[C:2]1[C:11]2[C:6](=[CH:7][C:8]([CH2:12][OH:13])=[CH:9][CH:10]=2)[N:5]=[C:4]([CH3:14])[CH:3]=1.[NH:15]1[CH2:19][CH2:18][CH2:17][CH2:16]1. (4) Given the product [F:1][C:2]1[CH:3]=[CH:4][C:5]([CH2:6][N:7]2[CH2:13][CH:12]3[N:14]([C:15](=[O:21])[CH2:16][OH:17])[CH:9]([CH2:10][CH2:11]3)[CH2:8]2)=[CH:22][CH:23]=1, predict the reactants needed to synthesize it. The reactants are: [F:1][C:2]1[CH:23]=[CH:22][C:5]([CH2:6][N:7]2[CH2:13][CH:12]3[N:14]([C:15](=[O:21])[CH2:16][O:17]C(=O)C)[CH:9]([CH2:10][CH2:11]3)[CH2:8]2)=[CH:4][CH:3]=1.O.O.[OH-].[Li+]. (5) Given the product [CH2:32]([NH:31][C:29]([NH:28][C:24]1[CH:25]=[CH:26][CH:27]=[C:22]([C:14]2[N:13]([C:10]3[CH:11]=[CH:12][C:7]([CH2:6][CH2:5][NH:4][CH2:66][CH:64]([OH:65])[CH2:63][O:62][C:59]4[CH:60]=[CH:61][C:56]([OH:55])=[CH:57][CH:58]=4)=[CH:8][CH:9]=3)[C:17]3=[N:18][CH:19]=[CH:20][CH:21]=[C:16]3[N:15]=2)[CH:23]=1)=[O:30])[CH2:33][CH2:34][CH2:35][CH2:36][CH3:37], predict the reactants needed to synthesize it. The reactants are: C(O)=O.[NH2:4][CH2:5][CH2:6][C:7]1[CH:12]=[CH:11][C:10]([N:13]2[C:17]3=[N:18][CH:19]=[CH:20][CH:21]=[C:16]3[N:15]=[C:14]2[C:22]2[CH:23]=[C:24]([NH:28][C:29]([NH:31][CH2:32][CH2:33][CH2:34][CH2:35][CH2:36][CH3:37])=[O:30])[CH:25]=[CH:26][CH:27]=2)=[CH:9][CH:8]=1.C([Si]([O:55][C:56]1[CH:61]=[CH:60][C:59]([O:62][CH2:63][CH:64]2[CH2:66][O:65]2)=[CH:58][CH:57]=1)(C1C=CC=CC=1)C1C=CC=CC=1)(C)(C)C. (6) Given the product [F:1][C:2]1[CH:3]=[C:4]([C:9]2([C:10]#[N:11])[CH2:17][CH2:16][CH2:15][CH2:14][CH2:13]2)[CH:5]=[C:6]([F:8])[CH:7]=1, predict the reactants needed to synthesize it. The reactants are: [F:1][C:2]1[CH:3]=[C:4]([CH2:9][C:10]#[N:11])[CH:5]=[C:6]([F:8])[CH:7]=1.Br[CH2:13][CH2:14][CH2:15][CH2:16][CH2:17]Br.[H-].[Na+]. (7) Given the product [OH:31][CH2:30][CH2:32][NH:33][CH:2]1[CH2:3][CH2:4][N:5]([CH2:8][C:9]2[N:14]=[C:13]([NH:15][C:16]([NH:18][C:19]3[N:20]=[C:21]([C:24]4[CH:25]=[CH:26][N:27]=[CH:28][CH:29]=4)[S:22][CH:23]=3)=[O:17])[CH:12]=[CH:11][CH:10]=2)[CH2:6][CH2:7]1, predict the reactants needed to synthesize it. The reactants are: O=[C:2]1[CH2:7][CH2:6][N:5]([CH2:8][C:9]2[N:14]=[C:13]([NH:15][C:16]([NH:18][C:19]3[N:20]=[C:21]([C:24]4[CH:29]=[CH:28][N:27]=[CH:26][CH:25]=4)[S:22][CH:23]=3)=[O:17])[CH:12]=[CH:11][CH:10]=2)[CH2:4][CH2:3]1.[CH2:30]([CH2:32][NH2:33])[OH:31]. (8) Given the product [NH2:31][C:2]1[N:7]=[C:6]([NH:8][C@H:9]([C:11]2[N:12]([C:23]3[CH:24]=[CH:25][CH:26]=[CH:27][CH:28]=3)[C:13](=[O:22])[C:14]3[C:19]([CH:20]=2)=[CH:18][CH:17]=[CH:16][C:15]=3[CH3:21])[CH3:10])[C:5]([Cl:29])=[CH:4][N:3]=1, predict the reactants needed to synthesize it. The reactants are: Cl[C:2]1[N:7]=[C:6]([NH:8][C@H:9]([C:11]2[N:12]([C:23]3[CH:28]=[CH:27][CH:26]=[CH:25][CH:24]=3)[C:13](=[O:22])[C:14]3[C:19]([CH:20]=2)=[CH:18][CH:17]=[CH:16][C:15]=3[CH3:21])[CH3:10])[C:5]([Cl:29])=[CH:4][N:3]=1.O.[NH3:31].